Dataset: Full USPTO retrosynthesis dataset with 1.9M reactions from patents (1976-2016). Task: Predict the reactants needed to synthesize the given product. (1) Given the product [N:2]1[CH:7]=[CH:6][CH:5]=[C:4]([O:8][C:9]2[CH:10]=[CH:11][C:12]([C:15]3[O:19][C:18]([NH:20][C:26](=[O:27])[C:25]4[CH:29]=[CH:30][CH:31]=[CH:32][C:24]=4[O:23][C:22]([F:21])([F:33])[F:34])=[N:17][N:16]=3)=[CH:13][CH:14]=2)[CH:3]=1, predict the reactants needed to synthesize it. The reactants are: Br.[N:2]1[CH:7]=[CH:6][CH:5]=[C:4]([O:8][C:9]2[CH:14]=[CH:13][C:12]([C:15]3[O:19][C:18]([NH2:20])=[N:17][N:16]=3)=[CH:11][CH:10]=2)[CH:3]=1.[F:21][C:22]([F:34])([F:33])[O:23][C:24]1[CH:32]=[CH:31][CH:30]=[CH:29][C:25]=1[C:26](Cl)=[O:27]. (2) The reactants are: [CH:1]1([N:4]([CH2:18][C:19]2[CH:20]=[N:21][C:22]([C:25]3[CH:30]=[CH:29][C:28]([S:31]([CH3:34])(=[O:33])=[O:32])=[CH:27][CH:26]=3)=[CH:23][CH:24]=2)[CH:5]2[CH2:10][CH2:9][N:8](C(OC(C)(C)C)=O)[CH2:7][CH2:6]2)[CH2:3][CH2:2]1.C(O)(C(F)(F)F)=O. Given the product [CH:1]1([N:4]([CH2:18][C:19]2[CH:20]=[N:21][C:22]([C:25]3[CH:30]=[CH:29][C:28]([S:31]([CH3:34])(=[O:32])=[O:33])=[CH:27][CH:26]=3)=[CH:23][CH:24]=2)[CH:5]2[CH2:10][CH2:9][NH:8][CH2:7][CH2:6]2)[CH2:2][CH2:3]1, predict the reactants needed to synthesize it. (3) The reactants are: [S:1]1[CH:5]=[CH:4][CH:3]=[C:2]1[C:6]1[NH:10][CH:9]=[C:8](/[CH:11]=[CH:12]/[C:13]([O:15][CH2:16][CH3:17])=[O:14])[CH:7]=1.[H][H]. Given the product [S:1]1[CH:5]=[CH:4][CH:3]=[C:2]1[C:6]1[NH:10][CH:9]=[C:8]([CH2:11][CH2:12][C:13]([O:15][CH2:16][CH3:17])=[O:14])[CH:7]=1, predict the reactants needed to synthesize it. (4) Given the product [ClH:14].[NH2:1][C:2]1[CH:10]=[CH:9][CH:8]=[C:7]2[C:3]=1[CH:4]([CH3:13])[CH2:5][C:6]2([CH3:12])[CH3:11], predict the reactants needed to synthesize it. The reactants are: [NH2:1][C:2]1[CH:10]=[CH:9][CH:8]=[C:7]2[C:3]=1[CH:4]([CH3:13])[CH2:5][C:6]2([CH3:12])[CH3:11].[ClH:14]. (5) Given the product [OH:17][N:16]=[C:15]([Cl:20])[C:12]1[S:11][C:10]([O:9][C:8]2[CH:18]=[CH:19][C:5]([O:4][CH:1]([CH3:3])[CH3:2])=[CH:6][CH:7]=2)=[N:14][CH:13]=1, predict the reactants needed to synthesize it. The reactants are: [CH:1]([O:4][C:5]1[CH:19]=[CH:18][C:8]([O:9][C:10]2[S:11][C:12]([CH:15]=[N:16][OH:17])=[CH:13][N:14]=2)=[CH:7][CH:6]=1)([CH3:3])[CH3:2].[Cl:20]N1C(=O)CCC1=O.O. (6) Given the product [CH3:31][N:4]1[C:5]2=[N:6][CH:7]=[CH:8][C:9]([C:11]3[CH:16]=[CH:15][C:14]([NH:17][C:18]([NH:20][C:21]4[CH:26]=[CH:25][CH:24]=[C:23]([C:27]([F:30])([F:28])[F:29])[CH:22]=4)=[O:19])=[CH:13][CH:12]=3)=[C:10]2[CH:2]=[N:3]1, predict the reactants needed to synthesize it. The reactants are: N[C:2]1[C:10]2[C:5](=[N:6][CH:7]=[CH:8][C:9]=2[C:11]2[CH:16]=[CH:15][C:14]([NH:17][C:18]([NH:20][C:21]3[CH:26]=[CH:25][CH:24]=[C:23]([C:27]([F:30])([F:29])[F:28])[CH:22]=3)=[O:19])=[CH:13][CH:12]=2)[N:4]([CH3:31])[N:3]=1.S(=O)(=O)(O)O.N([O-])=O.[Na+].